Dataset: Peptide-MHC class I binding affinity with 185,985 pairs from IEDB/IMGT. Task: Regression. Given a peptide amino acid sequence and an MHC pseudo amino acid sequence, predict their binding affinity value. This is MHC class I binding data. (1) The peptide sequence is VDRFYKTLRA. The binding affinity (normalized) is 0.381. The MHC is HLA-B14:02 with pseudo-sequence HLA-B14:02. (2) The peptide sequence is ESSVKEKDM. The MHC is HLA-B18:01 with pseudo-sequence HLA-B18:01. The binding affinity (normalized) is 0.0847. (3) The peptide sequence is ILVRFNYLA. The MHC is HLA-A31:01 with pseudo-sequence HLA-A31:01. The binding affinity (normalized) is 0.0847. (4) The peptide sequence is LEYFQFVKKLL. The MHC is HLA-A24:02 with pseudo-sequence HLA-A24:02. The binding affinity (normalized) is 0.0847. (5) The peptide sequence is SILARRPTPK. The MHC is HLA-A31:01 with pseudo-sequence HLA-A31:01. The binding affinity (normalized) is 0.453.